This data is from Full USPTO retrosynthesis dataset with 1.9M reactions from patents (1976-2016). The task is: Predict the reactants needed to synthesize the given product. Given the product [C:1]([NH:5][C:6]1[O:7][C:8]([C:11]2[CH:12]=[C:13]3[C:17](=[CH:18][CH:19]=2)[NH:16][CH:15]=[C:14]3[C:40]2[S:41][C:42]([C:45]([NH2:47])=[O:46])=[CH:43][N:44]=2)=[N:9][N:10]=1)([CH3:4])([CH3:2])[CH3:3], predict the reactants needed to synthesize it. The reactants are: [C:1]([NH:5][C:6]1[O:7][C:8]([C:11]2[CH:12]=[C:13]3[C:17](=[CH:18][CH:19]=2)[N:16](S(C2C=CC(C)=CC=2)(=O)=O)[CH:15]=[C:14]3B2OC(C)(C)C(C)(C)O2)=[N:9][N:10]=1)([CH3:4])([CH3:3])[CH3:2].Br[C:40]1[S:41][C:42]([C:45]([NH2:47])=[O:46])=[CH:43][N:44]=1.ClC1SC(C(N)=O)=CN=1.